The task is: Predict which catalyst facilitates the given reaction.. This data is from Catalyst prediction with 721,799 reactions and 888 catalyst types from USPTO. (1) Reactant: [F:1][C:2]1[CH:3]=[C:4]([C:8]2[CH:16]=[CH:15][C:11]([C:12]([OH:14])=O)=[CH:10][N:9]=2)[CH:5]=[CH:6][CH:7]=1.C(N=C=NCCCN(C)C)C.ON1C2[N:34]=[CH:35][CH:36]=[CH:37][C:32]=2N=N1.NCC1CC1. Product: [CH:36]1([CH2:35][NH:34][C:12](=[O:14])[C:11]2[CH:15]=[CH:16][C:8]([C:4]3[CH:5]=[CH:6][CH:7]=[C:2]([F:1])[CH:3]=3)=[N:9][CH:10]=2)[CH2:32][CH2:37]1. The catalyst class is: 34. (2) Reactant: [CH3:1][CH:2]([CH3:22])[CH2:3][O:4][C:5]1[N:13]=[C:12]2[C:8]([N:9]=[CH:10][N:11]2[CH2:14][CH:15]2[CH2:20][CH2:19][O:18][CH2:17][CH2:16]2)=[C:7]([NH2:21])[N:6]=1.C([O-])(=O)C.[Na+].[Br:28]Br. Product: [Br:28][C:10]1[N:11]([CH2:14][CH:15]2[CH2:20][CH2:19][O:18][CH2:17][CH2:16]2)[C:12]2[C:8]([N:9]=1)=[C:7]([NH2:21])[N:6]=[C:5]([O:4][CH2:3][CH:2]([CH3:22])[CH3:1])[N:13]=2. The catalyst class is: 15. (3) Reactant: [Cl:1][C:2]1[C:3]([O:12][C:13]2[CH:18]=[C:17]([O:19][CH2:20][CH2:21][O:22][CH3:23])[CH:16]=[CH:15][C:14]=2[CH2:24][CH:25]([O:30][CH3:31])[C:26]([O:28]C)=[O:27])=[N:4][CH:5]=[C:6]([C:8]([F:11])([F:10])[F:9])[CH:7]=1.[OH-].[Na+].Cl.C1(C)C=CC=CC=1. Product: [Cl:1][C:2]1[C:3]([O:12][C:13]2[CH:18]=[C:17]([O:19][CH2:20][CH2:21][O:22][CH3:23])[CH:16]=[CH:15][C:14]=2[CH2:24][CH:25]([O:30][CH3:31])[C:26]([OH:28])=[O:27])=[N:4][CH:5]=[C:6]([C:8]([F:9])([F:11])[F:10])[CH:7]=1. The catalyst class is: 83. (4) Reactant: [CH3:1][C:2]1[N:7]=[CH:6][C:5]([C:8]([N:10]2[CH2:13][CH:12]([C:14]([N:16]3[CH2:22][CH2:21][CH2:20][N:19](C(OC(C)(C)C)=O)[CH2:18][CH2:17]3)=[O:15])[CH2:11]2)=[O:9])=[CH:4][CH:3]=1.C(O)(C(F)(F)F)=O. Product: [CH3:1][C:2]1[N:7]=[CH:6][C:5]([C:8]([N:10]2[CH2:13][CH:12]([C:14]([N:16]3[CH2:22][CH2:21][CH2:20][NH:19][CH2:18][CH2:17]3)=[O:15])[CH2:11]2)=[O:9])=[CH:4][CH:3]=1. The catalyst class is: 2. (5) Reactant: [C:1]([O:5][C:6]([NH:8][CH2:9][C@H:10]([CH2:14][C:15]1[CH:20]=[C:19]([Cl:21])[CH:18]=[CH:17][C:16]=1[O:22][CH3:23])[C:11](O)=[O:12])=[O:7])([CH3:4])([CH3:3])[CH3:2].C(N1C=CN=C1)([N:26]1C=CN=C1)=O.O.N.O. Product: [NH2:26][C:11](=[O:12])[C@@H:10]([CH2:14][C:15]1[CH:20]=[C:19]([Cl:21])[CH:18]=[CH:17][C:16]=1[O:22][CH3:23])[CH2:9][NH:8][C:6](=[O:7])[O:5][C:1]([CH3:4])([CH3:3])[CH3:2]. The catalyst class is: 54. (6) Reactant: CS[S:3][CH3:4].S(Cl)(Cl)(=O)=O.[Br:10][C:11]1[CH:12]=[CH:13][CH:14]=[C:15]2[C:19]=1[N:18]([CH2:20][C:21]([O:23][CH2:24][CH3:25])=[O:22])[CH:17]=[C:16]2[CH2:26][CH2:27][CH2:28][C:29]([O:31][CH2:32][CH3:33])=[O:30].C(=O)([O-])O.[Na+]. Product: [Br:10][C:11]1[CH:12]=[CH:13][CH:14]=[C:15]2[C:19]=1[N:18]([CH2:20][C:21]([O:23][CH2:24][CH3:25])=[O:22])[C:17]([S:3][CH3:4])=[C:16]2[CH2:26][CH2:27][CH2:28][C:29]([O:31][CH2:32][CH3:33])=[O:30]. The catalyst class is: 22.